Task: Predict the product of the given reaction.. Dataset: Forward reaction prediction with 1.9M reactions from USPTO patents (1976-2016) Given the reactants [Br:1][C:2]1[CH:3]=[CH:4][CH:5]=[C:6]2[C:11]=1[N:10]=[C:9](Cl)[N:8]=[CH:7]2.[NH2:13][C@H:14]1[CH2:19][CH2:18][C@H:17]([OH:20])[CH2:16][CH2:15]1.C1CCN2C(=NCCC2)CC1, predict the reaction product. The product is: [Br:1][C:2]1[CH:3]=[CH:4][CH:5]=[C:6]2[C:11]=1[N:10]=[C:9]([NH:13][C@H:14]1[CH2:19][CH2:18][C@H:17]([OH:20])[CH2:16][CH2:15]1)[N:8]=[CH:7]2.